Dataset: Full USPTO retrosynthesis dataset with 1.9M reactions from patents (1976-2016). Task: Predict the reactants needed to synthesize the given product. (1) Given the product [ClH:3].[NH2:6][CH2:7][C:8](=[O:14])[CH2:9][CH2:10][C:11]([O:13][CH2:11][CH2:10][CH2:9][CH:8]=[CH2:7])=[O:12], predict the reactants needed to synthesize it. The reactants are: S(Cl)([Cl:3])=O.Cl.[NH2:6][CH2:7][C:8](=[O:14])[CH2:9][CH2:10][C:11]([OH:13])=[O:12]. (2) Given the product [Br:1][C:2]1[C:10]2[N:9]=[N:8][N:7]([CH2:11][CH:12]3[CH2:15][CH2:14][CH2:13]3)[C:6]=2[CH:5]=[CH:4][C:3]=1[O:16][C:18]1[C:23]([C:24]#[N:25])=[CH:22][CH:21]=[CH:20][N:19]=1, predict the reactants needed to synthesize it. The reactants are: [Br:1][C:2]1[C:10]2[N:9]=[N:8][N:7]([CH2:11][CH:12]3[CH2:15][CH2:14][CH2:13]3)[C:6]=2[CH:5]=[CH:4][C:3]=1[OH:16].Cl[C:18]1[C:23]([C:24]#[N:25])=[CH:22][CH:21]=[CH:20][N:19]=1.C(=O)([O-])[O-].[K+].[K+]. (3) Given the product [CH3:12][C:7]1([CH:13]=[O:14])[C:6]2[C:11](=[C:2]([CH3:1])[CH:3]=[CH:4][CH:5]=2)[CH:10]=[CH:9][CH2:8]1, predict the reactants needed to synthesize it. The reactants are: [CH3:1][C:2]1[C:11]2[C:6](=[C:7]([CH3:12])[CH:8]=[CH:9][CH:10]=2)[CH:5]=[CH:4][CH:3]=1.[CH2:13]=[O:14].S(=O)(=O)(O)O.C(C1C=CC=CC=1)C. (4) Given the product [O:63]1[CH:61]=[CH:62][CH:65]=[C:64]1[C:4]([O:60][C:42]12[C:52]3[C:57](=[C:56]([NH2:35])[CH:55]=[CH:54][CH:53]=3)[C:58](=[O:59])[C:41]1([NH:40][C:30]([C:26]1[O:25][CH:29]=[CH:28][CH:27]=1)=[O:32])[C:45]1[CH:46]=[CH:47][C:48]([O:50][CH3:51])=[CH:49][C:44]=1[O:43]2)=[O:8], predict the reactants needed to synthesize it. The reactants are: CN([C:4]([O:8]N1N=NC2C=CC=NC1=2)=[N+](C)C)C.F[P-](F)(F)(F)(F)F.[O:25]1[CH:29]=[CH:28][CH:27]=[C:26]1[C:30]([OH:32])=O.CC[N:35](CC)CC.[NH2:40][C:41]12[C:58](=[O:59])[C:57]3[C:52](=[CH:53][CH:54]=[CH:55][CH:56]=3)[C:42]1([OH:60])[O:43][C:44]1[CH:49]=[C:48]([O:50][CH3:51])[CH:47]=[CH:46][C:45]=12.[CH2:61]([O:63][C:64](=O)[CH3:65])[CH3:62]. (5) Given the product [NH2:1][C:4]1[C:5]([NH:10][C:11]2[CH:12]=[C:13]([CH3:17])[CH:14]=[CH:15][CH:16]=2)=[N:6][CH:7]=[CH:8][CH:9]=1, predict the reactants needed to synthesize it. The reactants are: [N+:1]([C:4]1[C:5]([NH:10][C:11]2[CH:12]=[C:13]([CH3:17])[CH:14]=[CH:15][CH:16]=2)=[N:6][CH:7]=[CH:8][CH:9]=1)([O-])=O. (6) Given the product [CH3:29][O:28][C:23]1[CH:24]=[CH:25][CH:26]=[CH:27][C:22]=1[C:20]1[CH:19]=[C:4]2[C:3]([C@:2]3([CH3:1])[C:8]([CH3:10])([CH3:9])[C@H:5]2[CH2:6][CH2:7]3)=[N:32][N:31]=1, predict the reactants needed to synthesize it. The reactants are: [CH3:1][C@@:2]12[C:8]([CH3:10])([CH3:9])[C@@H:5]([CH2:6][CH2:7]1)[C:4](=O)[C:3]2=O.COP([CH2:19][C:20]([C:22]1[CH:27]=[CH:26][CH:25]=[CH:24][C:23]=1[O:28][CH3:29])=O)(=O)OC.O.[NH2:31][NH2:32].